Dataset: Full USPTO retrosynthesis dataset with 1.9M reactions from patents (1976-2016). Task: Predict the reactants needed to synthesize the given product. (1) Given the product [CH3:10][CH:8]([O:9][C:19]([CH3:18])=[O:20])[C:6]([OH:36])=[O:7], predict the reactants needed to synthesize it. The reactants are: [Mg+2].[Cl-].[Cl-].SC[C@@H:6]([C@@H:8]([CH2:10]S)[OH:9])[OH:7].CC1(C)S[C@@H]2[C@H:18](NC([C@H](N)C3C=CC=CC=3)=O)[C:19](=[O:20])N2[C@H]1C(O)=O.[OH2:36]. (2) Given the product [O:36]=[S:14]1[C:15]2[C:20](=[CH:19][CH:18]=[CH:17][CH:16]=2)[C:7]([CH2:21][CH2:22][CH2:23][CH2:24][Br:25])([C:5](=[O:6])[NH:4][CH2:3][C:2]([F:1])([F:26])[F:27])[C:8]2[CH:9]=[CH:10][CH:11]=[CH:12][C:13]1=2, predict the reactants needed to synthesize it. The reactants are: [F:1][C:2]([F:27])([F:26])[CH2:3][NH:4][C:5]([C:7]1([CH2:21][CH2:22][CH2:23][CH2:24][Br:25])[C:20]2[CH:19]=[CH:18][CH:17]=[CH:16][C:15]=2[S:14][C:13]2[C:8]1=[CH:9][CH:10]=[CH:11][CH:12]=2)=[O:6].ClC1C=CC=C(C(OO)=[O:36])C=1.O. (3) Given the product [CH:25]1([NH:31][C:4]([C:6]2[S:7][C:8]([C:19]3[CH:20]=[CH:21][CH:22]=[CH:23][CH:24]=3)=[C:9]([C:11]3[CH:12]=[CH:13][C:14]([O:17][CH3:18])=[CH:15][CH:16]=3)[N:10]=2)=[O:5])[CH2:30][CH2:29][CH2:28][CH2:27][CH2:26]1, predict the reactants needed to synthesize it. The reactants are: C(O[C:4]([C:6]1[S:7][C:8]([C:19]2[CH:24]=[CH:23][CH:22]=[CH:21][CH:20]=2)=[C:9]([C:11]2[CH:16]=[CH:15][C:14]([O:17][CH3:18])=[CH:13][CH:12]=2)[N:10]=1)=[O:5])C.[CH:25]1([NH2:31])[CH2:30][CH2:29][CH2:28][CH2:27][CH2:26]1. (4) Given the product [C:31]1([S:37]([C:2]2[CH:10]=[C:9]3[C:5]([CH:6]=[CH:7][N:8]3[Si:11]([CH:18]([CH3:20])[CH3:19])([CH:15]([CH3:17])[CH3:16])[CH:12]([CH3:14])[CH3:13])=[CH:4][CH:3]=2)(=[O:39])=[O:38])[CH:36]=[CH:35][CH:34]=[CH:33][CH:32]=1, predict the reactants needed to synthesize it. The reactants are: Br[C:2]1[CH:10]=[C:9]2[C:5]([CH:6]=[CH:7][N:8]2[Si:11]([CH:18]([CH3:20])[CH3:19])([CH:15]([CH3:17])[CH3:16])[CH:12]([CH3:14])[CH3:13])=[CH:4][CH:3]=1.C([Li])(C)(C)C.CCCCC.[C:31]1([S:37](F)(=[O:39])=[O:38])[CH:36]=[CH:35][CH:34]=[CH:33][CH:32]=1. (5) The reactants are: CCN=C=NCCCN(C)C.[F:12][C:13]1[CH:14]=[C:15]([C:20]([N:22]2[CH2:35][C:34]([CH3:37])([CH3:36])[C:33]3[C:32]4[CH:31]=[CH:30][CH:29]=[CH:28][C:27]=4[NH:26][C:25]=3[CH:24]([C:38]([OH:40])=O)[CH2:23]2)=[O:21])[CH:16]=[CH:17][C:18]=1[F:19].Cl.[C:42]([O:46][C:47](=[O:51])[CH2:48][CH2:49][NH2:50])([CH3:45])([CH3:44])[CH3:43].C(N(C(C)C)CC)(C)C. Given the product [F:12][C:13]1[CH:14]=[C:15]([C:20]([N:22]2[CH2:35][C:34]([CH3:37])([CH3:36])[C:33]3[C:32]4[CH:31]=[CH:30][CH:29]=[CH:28][C:27]=4[NH:26][C:25]=3[CH:24]([C:38]([NH:50][CH2:49][CH2:48][C:47]([O:46][C:42]([CH3:45])([CH3:44])[CH3:43])=[O:51])=[O:40])[CH2:23]2)=[O:21])[CH:16]=[CH:17][C:18]=1[F:19], predict the reactants needed to synthesize it. (6) Given the product [NH2:31][C:8]1[C:7]2[N:12]=[C:13]([CH2:19][O:20][CH2:21][CH3:22])[N:14]([CH2:15][CH:16]([CH3:18])[CH3:17])[C:6]=2[C:5]2[N:4]=[CH:3][C:2]([N:50]3[CH2:51][CH2:52][O:48][C:49]3=[O:53])=[CH:11][C:10]=2[N:9]=1, predict the reactants needed to synthesize it. The reactants are: Br[C:2]1[CH:3]=[N:4][C:5]2[C:6]3[N:14]([CH2:15][CH:16]([CH3:18])[CH3:17])[C:13]([CH2:19][O:20][CH2:21][CH3:22])=[N:12][C:7]=3[CH:8]=[N:9][C:10]=2[CH:11]=1.BrC1C=CC2C3N(CCCOC(C)C)C(COCC)=NC=3C=[N:31]C=2C=1.[O:48]1[CH2:52][CH2:51][NH:50][C:49]1=[O:53].N1CCCC1=O.